Dataset: Forward reaction prediction with 1.9M reactions from USPTO patents (1976-2016). Task: Predict the product of the given reaction. (1) The product is: [CH3:23][C:24]([CH3:38])([CH3:37])[C:25]([NH:27][C:28]1[CH:36]=[CH:35][CH:34]=[CH:33][C:29]=1[C:30]([NH:1][CH:2]([C:4]1[N:9]=[N:8][C:7]([NH:10][C:11]2[CH:12]=[C:13]([O:21][CH3:22])[C:14]([O:19][CH3:20])=[C:15]([O:17][CH3:18])[CH:16]=2)=[N:6][CH:5]=1)[CH3:3])=[O:31])=[O:26]. Given the reactants [NH2:1][CH:2]([C:4]1[N:9]=[N:8][C:7]([NH:10][C:11]2[CH:16]=[C:15]([O:17][CH3:18])[C:14]([O:19][CH3:20])=[C:13]([O:21][CH3:22])[CH:12]=2)=[N:6][CH:5]=1)[CH3:3].[CH3:23][C:24]([CH3:38])([CH3:37])[C:25]([NH:27][C:28]1[CH:36]=[CH:35][CH:34]=[CH:33][C:29]=1[C:30](O)=[O:31])=[O:26].C(N(CC)CC)C, predict the reaction product. (2) Given the reactants [CH3:1][C:2]1[CH:3]=[CH:4][C:5](=O)[NH:6][C:7]=1[CH3:8].P(Cl)(Cl)([Cl:12])=O.P(Cl)(Cl)(Cl)(Cl)Cl.[OH-].[K+].C(=O)([O-])[O-].[K+].[K+], predict the reaction product. The product is: [Cl:12][C:5]1[N:6]=[C:7]([CH3:8])[C:2]([CH3:1])=[CH:3][CH:4]=1. (3) Given the reactants [Br:1][C:2]1[CH:11]=[CH:10][C:5]([C:6]([O:8]C)=O)=[CH:4][C:3]=1[F:12].[Cl:13][CH2:14]I.[Li+].CC([N-]C(C)C)C, predict the reaction product. The product is: [Br:1][C:2]1[CH:11]=[CH:10][C:5]([C:6](=[O:8])[CH2:14][Cl:13])=[CH:4][C:3]=1[F:12]. (4) The product is: [CH2:1]([N:3]1[C:11]2[C:6](=[CH:7][C:8]([C:12]3[NH:13][C:14]4[N:15]([N:19]=[C:20]([CH3:25])[C:21]=4[C:22]([NH:41][CH2:38][C:39]#[CH:40])=[O:24])[C:16](=[O:18])[CH:17]=3)=[CH:9][CH:10]=2)[CH:5]=[N:4]1)[CH3:2]. Given the reactants [CH2:1]([N:3]1[C:11]2[C:6](=[CH:7][C:8]([C:12]3[NH:13][C:14]4[N:15]([N:19]=[C:20]([CH3:25])[C:21]=4[C:22]([OH:24])=O)[C:16](=[O:18])[CH:17]=3)=[CH:9][CH:10]=2)[CH:5]=[N:4]1)[CH3:2].C1N=CN(C(N2C=NC=C2)=O)C=1.[CH2:38]([NH2:41])[C:39]#[CH:40], predict the reaction product. (5) Given the reactants [OH:1][CH2:2][CH2:3][N:4]1[CH:8]=[C:7]([CH2:9][NH:10][C:11](=[O:21])[CH2:12][N:13]2[CH:17]=[CH:16][N:15]=[C:14]2[N+:18]([O-:20])=[O:19])[N:6]=[N:5]1.[O:22](S(C1C=CC(C)=CC=1)(=O)=O)[S:23]([C:26]1[CH:32]=[CH:31][C:29]([CH3:30])=[CH:28][CH:27]=1)(=O)=[O:24], predict the reaction product. The product is: [CH3:30][C:29]1[CH:31]=[CH:32][C:26]([S:23]([O:1][CH2:2][CH2:3][N:4]2[CH:8]=[C:7]([CH2:9][NH:10][C:11](=[O:21])[CH2:12][N:13]3[CH:17]=[CH:16][N:15]=[C:14]3[N+:18]([O-:20])=[O:19])[N:6]=[N:5]2)(=[O:24])=[O:22])=[CH:27][CH:28]=1. (6) The product is: [Cl:2][C:3]1[CH:4]=[C:5]2[C:11]([C:12]3[N:17]=[C:16]([NH:18][C@H:19]4[CH2:23][CH2:22][N:21]([S:58]([CH3:61])(=[O:60])=[O:59])[CH2:20]4)[C:15]([F:24])=[CH:14][N:13]=3)=[CH:10][NH:9][C:6]2=[N:7][CH:8]=1. Given the reactants Cl.[Cl:2][C:3]1[CH:4]=[C:5]2[C:11]([C:12]3[N:17]=[C:16]([NH:18][C@H:19]4[CH2:23][CH2:22][NH:21][CH2:20]4)[C:15]([F:24])=[CH:14][N:13]=3)=[CH:10][N:9](S(C3C=CC(C)=CC=3)(=O)=O)[C:6]2=[N:7][CH:8]=1.ClC1C=C2C(C3N=C(N[C@H]4CCNC4)C(F)=CN=3)=CN([S:58]([C:61]3C=CC(C)=CC=3)(=[O:60])=[O:59])C2=NC=1.CCN(C(C)C)C(C)C.CS(Cl)(=O)=O.N1CCOCC1, predict the reaction product. (7) Given the reactants [NH2:1][C:2]1[C:3]([C:12]([NH:14][C@H:15]([C:20]([O:22][CH3:23])=[O:21])[CH2:16][O:17][CH2:18][CH3:19])=[O:13])=[CH:4][C:5]2[C:10]([CH:11]=1)=[CH:9][CH:8]=[CH:7][CH:6]=2.[N:24]([C:27]1[C:32]([CH3:33])=[CH:31][C:30]([CH3:34])=[CH:29][C:28]=1[CH3:35])=[C:25]=[O:26], predict the reaction product. The product is: [CH2:18]([O:17][CH2:16][C@@H:15]([C:20]([O:22][CH3:23])=[O:21])[NH:14][C:12]([C:3]1[C:2]([NH:1][C:25]([NH:24][C:27]2[C:28]([CH3:35])=[CH:29][C:30]([CH3:34])=[CH:31][C:32]=2[CH3:33])=[O:26])=[CH:11][C:10]2[C:5](=[CH:6][CH:7]=[CH:8][CH:9]=2)[CH:4]=1)=[O:13])[CH3:19]. (8) Given the reactants [CH3:1][CH:2]([CH3:38])[CH2:3][C@H:4]([NH:18][C:19](=[O:37])[C@H:20]([CH2:30][C:31]1[CH:36]=[CH:35][CH:34]=[CH:33][CH:32]=1)[NH:21][C:22]([C:24]1[CH:29]=[N:28][CH:27]=[CH:26][N:25]=1)=[O:23])[B:5]1[O:9][C@@H]2C[C@@H]3C[C@H]([C@]2(C)[O:6]1)C3(C)C.B(O)O.FC(F)(F)C(O)=O.Cl.Br.C(B(O)O)C(C)C, predict the reaction product. The product is: [B:5]([OH:9])([OH:6])[C@@H:4]([NH:18][C:19]([C@@H:20]([NH:21][C:22]([C:24]1[CH:29]=[N:28][CH:27]=[CH:26][N:25]=1)=[O:23])[CH2:30][C:31]1[CH:32]=[CH:33][CH:34]=[CH:35][CH:36]=1)=[O:37])[CH2:3][CH:2]([CH3:38])[CH3:1].